This data is from Reaction yield outcomes from USPTO patents with 853,638 reactions. The task is: Predict the reaction yield, written as a fraction of the theoretical maximum amount of product (1.0 means a 100% yield; for example, 0.34 means a 34% yield). (1) The reactants are FC(F)(F)C([NH:5][CH2:6][CH:7]1[CH2:12][CH2:11][CH2:10][N:9]([CH2:13][CH2:14][C:15]2[C:24]3[C:19](=[CH:20][CH:21]=[C:22]([O:25][CH3:26])[N:23]=3)[N:18]=[CH:17][CH:16]=2)[CH2:8]1)=O.O.C([O-])([O-])=O.[K+].[K+]. The catalyst is CO. The product is [CH3:26][O:25][C:22]1[N:23]=[C:24]2[C:19](=[CH:20][CH:21]=1)[N:18]=[CH:17][CH:16]=[C:15]2[CH2:14][CH2:13][N:9]1[CH2:10][CH2:11][CH2:12][CH:7]([CH2:6][NH2:5])[CH2:8]1. The yield is 0.480. (2) The catalyst is C1COCC1.O. The reactants are C[O:2][C:3]([C:5]1[CH:17]=[CH:16][C:8]2[N:9]([CH2:12][CH2:13][C:14]#[N:15])[CH:10]=[N:11][C:7]=2[CH:6]=1)=[O:4].[Li+].[OH-].CO. The product is [C:14]([CH2:13][CH2:12][N:9]1[C:8]2[CH:16]=[CH:17][C:5]([C:3]([OH:4])=[O:2])=[CH:6][C:7]=2[N:11]=[CH:10]1)#[N:15]. The yield is 0.950. (3) The yield is 0.880. The catalyst is O.C(O)C. The product is [N+:25]([C:22]1[CH:23]=[CH:24][C:19]([NH:1][CH:2]([CH2:3][CH2:4][CH2:5][CH2:6][NH:7][C:19]2[CH:24]=[CH:23][C:22]([N+:25]([O-:26])=[O:11])=[CH:21][CH:20]=2)[C:8]([OH:10])=[O:9])=[CH:20][CH:21]=1)([O-:27])=[O:26]. The reactants are [NH2:1][C@H:2]([C:8]([OH:10])=[O:9])[CH2:3][CH2:4][CH2:5][CH2:6][NH2:7].[OH-:11].[Na+].C(=O)(O)[O-].[Na+].F[C:19]1[CH:24]=[CH:23][C:22]([N+:25]([O-:27])=[O:26])=[CH:21][CH:20]=1.